From a dataset of Reaction yield outcomes from USPTO patents with 853,638 reactions. Predict the reaction yield, written as a fraction of the theoretical maximum amount of product (1.0 means a 100% yield; for example, 0.34 means a 34% yield). (1) The reactants are OO.[CH:3]([OH:5])=O.[C:6]1([C:11]2[CH:16]=[CH:15][CH:14]=[CH:13][CH:12]=2)C[CH2:9][CH2:8][CH:7]=1. No catalyst specified. The product is [C:11]1([CH:6]2[CH2:7][CH2:8][CH2:9][C:3]2=[O:5])[CH:16]=[CH:15][CH:14]=[CH:13][CH:12]=1. The yield is 0.840. (2) The reactants are Br[C:2]1[CH:3]=[C:4]2[CH:10]=[CH:9][NH:8][C:5]2=[N:6][CH:7]=1.[C:11]1(=[O:17])[CH2:16][CH2:15][CH2:14][CH2:13][CH2:12]1.O[C:19]1[CH:20]=[C:21](B(O)O)[CH:22]=[CH:23][CH:24]=1.C(=O)([O-])[O-].[Na+].[Na+]. The catalyst is CO.O.Cl[Pd-2](Cl)(P(C1C=CC=CC=1)(C1C=CC=CC=1)C1C=CC=CC=1)P(C1C=CC=CC=1)(C1C=CC=CC=1)C1C=CC=CC=1.C(#N)C. The product is [C:19]1([C:10]2[C:4]3[C:5](=[N:6][CH:7]=[C:2]([C:13]4[CH:12]=[C:11]([OH:17])[CH:16]=[CH:15][CH:14]=4)[CH:3]=3)[NH:8][CH:9]=2)[CH2:20][CH2:21][CH2:22][CH2:23][CH:24]=1. The yield is 0.120. (3) The reactants are [O:1]1[C:5]2[CH:6]=[CH:7][C:8]([C:10]3[CH:15]=[CH:14][C:13]([C:16]4[N:21]=[C:20]([O:22][CH2:23][CH2:24][CH2:25][CH2:26][C:27]([CH3:50])([CH3:49])[CH2:28][NH:29][C:30]([CH:32]([NH:41]C(OC(C)(C)C)=O)[CH2:33][C:34]([O:36]C(C)(C)C)=[O:35])=[O:31])[CH:19]=[CH:18][CH:17]=4)=[CH:12][CH:11]=3)=[CH:9][C:4]=2[O:3][CH2:2]1.FC(F)(F)C(O)=O. The catalyst is C(Cl)Cl. The product is [NH2:41][CH:32]([C:30](=[O:31])[NH:29][CH2:28][C:27]([CH3:49])([CH3:50])[CH2:26][CH2:25][CH2:24][CH2:23][O:22][C:20]1[CH:19]=[CH:18][CH:17]=[C:16]([C:13]2[CH:14]=[CH:15][C:10]([C:8]3[CH:7]=[CH:6][C:5]4[O:1][CH2:2][O:3][C:4]=4[CH:9]=3)=[CH:11][CH:12]=2)[N:21]=1)[CH2:33][C:34]([OH:36])=[O:35]. The yield is 1.77.